This data is from Peptide-MHC class II binding affinity with 134,281 pairs from IEDB. The task is: Regression. Given a peptide amino acid sequence and an MHC pseudo amino acid sequence, predict their binding affinity value. This is MHC class II binding data. (1) The peptide sequence is PVQRHPRSLFPEFSE. The MHC is HLA-DPA10103-DPB10401 with pseudo-sequence HLA-DPA10103-DPB10401. The binding affinity (normalized) is 0.0312. (2) The peptide sequence is APTGMFVAAAKYMVI. The MHC is DRB3_0202 with pseudo-sequence DRB3_0202. The binding affinity (normalized) is 0.317. (3) The peptide sequence is MRSLKAPAVVSVSSP. The MHC is DRB1_0301 with pseudo-sequence DRB1_0301. The binding affinity (normalized) is 0.0983. (4) The binding affinity (normalized) is 0.892. The peptide sequence is YDKFNANVSTVLTGK. The MHC is DRB3_0202 with pseudo-sequence DRB3_0202. (5) The peptide sequence is PKYVVQNTLKLAT. The MHC is DRB1_0101 with pseudo-sequence DRB1_0101. The binding affinity (normalized) is 0.787. (6) The peptide sequence is ISFCNANPGLMKDVA. The MHC is DRB1_1602 with pseudo-sequence DRB1_1602. The binding affinity (normalized) is 0.570. (7) The peptide sequence is DHPGYELENDNQLLY. The MHC is HLA-DPA10201-DPB10501 with pseudo-sequence HLA-DPA10201-DPB10501. The binding affinity (normalized) is 0.0628. (8) The peptide sequence is AAAGLAAAAPLESRQ. The MHC is HLA-DPA10201-DPB10501 with pseudo-sequence HLA-DPA10201-DPB10501. The binding affinity (normalized) is 0.433. (9) The peptide sequence is VVLSAWVGRMYD. The MHC is H-2-IAs with pseudo-sequence H-2-IAs. The binding affinity (normalized) is 0.253.